From a dataset of Forward reaction prediction with 1.9M reactions from USPTO patents (1976-2016). Predict the product of the given reaction. (1) Given the reactants [CH2:1]([O:3][C:4]1[CH:9]=[CH:8][CH:7]=[C:6]([O:10][CH2:11][CH3:12])[C:5]=1[CH2:13][OH:14])[CH3:2], predict the reaction product. The product is: [CH2:11]([O:10][C:6]1[CH:7]=[CH:8][CH:9]=[C:4]([O:3][CH2:1][CH3:2])[C:5]=1[CH:13]=[O:14])[CH3:12]. (2) The product is: [CH3:1][O:2][C:3]([C:5]1[CH2:9][C@@H:8]([CH3:10])[CH2:7][C:6]=1[C:25]1[CH:24]=[C:23]([O:22][CH2:21][O:20][CH3:19])[CH:28]=[CH:27][C:26]=1[O:29][CH2:30][O:31][CH3:32])=[O:4]. Given the reactants [CH3:1][O:2][C:3]([C:5]1[CH2:9][C@@H:8]([CH3:10])[CH2:7][C:6]=1OS(C(F)(F)F)(=O)=O)=[O:4].[CH3:19][O:20][CH2:21][O:22][C:23]1[CH:28]=[CH:27][C:26]([O:29][CH2:30][O:31][CH3:32])=[CH:25][C:24]=1B(O)O.[Li+].[Cl-].C([O-])([O-])=O.[Na+].[Na+], predict the reaction product.